Task: Regression. Given a peptide amino acid sequence and an MHC pseudo amino acid sequence, predict their binding affinity value. This is MHC class I binding data.. Dataset: Peptide-MHC class I binding affinity with 185,985 pairs from IEDB/IMGT The peptide sequence is ALLADKFPV. The MHC is HLA-A02:01 with pseudo-sequence HLA-A02:01. The binding affinity (normalized) is 0.950.